This data is from Full USPTO retrosynthesis dataset with 1.9M reactions from patents (1976-2016). The task is: Predict the reactants needed to synthesize the given product. (1) Given the product [Br:18][C:15]1[CH:14]=[CH:13][C:12]([CH:8]2[CH2:7][CH:6]([S:35][C:31]3[CH:32]=[CH:33][CH:34]=[C:29]([C:28]([F:27])([F:36])[F:37])[CH:30]=3)[CH2:11][CH2:10][O:9]2)=[CH:17][CH:16]=1, predict the reactants needed to synthesize it. The reactants are: CS(O[CH:6]1[CH2:11][CH2:10][O:9][CH:8]([C:12]2[CH:17]=[CH:16][C:15]([Br:18])=[CH:14][CH:13]=2)[CH2:7]1)(=O)=O.N#N.C([O-])([O-])=O.[K+].[K+].[F:27][C:28]([F:37])([F:36])[C:29]1[CH:30]=[C:31]([SH:35])[CH:32]=[CH:33][CH:34]=1. (2) Given the product [S:9]1[CH:13]=[CH:12][CH:11]=[C:10]1[C:2]1[CH2:7][CH2:6][CH2:5][C:4](=[O:8])[CH:3]=1, predict the reactants needed to synthesize it. The reactants are: Br[C:2]1[CH2:7][CH2:6][CH2:5][C:4](=[O:8])[CH:3]=1.[S:9]1[CH:13]=[CH:12][CH:11]=[C:10]1B(O)O. (3) Given the product [Cl:12][C:13]1[CH:18]=[CH:17][N+:16]([O-:9])=[CH:15][C:14]=1[F:19], predict the reactants needed to synthesize it. The reactants are: C1C=C(Cl)C=C(C(OO)=[O:9])C=1.[Cl:12][C:13]1[CH:18]=[CH:17][N:16]=[CH:15][C:14]=1[F:19]. (4) Given the product [CH3:21][O:22][C:23](=[O:45])[CH2:24][C@@H:25]([NH:27][C@@H:28]([C:30]1[CH:35]=[CH:34][C:33]([Cl:36])=[C:32]([O:37][C:38]2[CH:43]=[CH:42][CH:41]=[CH:40][CH:39]=2)[C:31]=1[F:44])[CH3:29])[CH3:26], predict the reactants needed to synthesize it. The reactants are: Cl.ClC1C=CC([C@H](N)CC)=C(F)C=1OC1C=CC=CC=1.[CH3:21][O:22][C:23](=[O:45])[CH2:24][C@H:25]([NH:27][C@@H:28]([C:30]1[CH:35]=[CH:34][C:33]([Cl:36])=[C:32]([O:37][C:38]2[CH:43]=[CH:42][CH:41]=[CH:40][CH:39]=2)[C:31]=1[F:44])[CH3:29])[CH3:26].